From a dataset of Reaction yield outcomes from USPTO patents with 853,638 reactions. Predict the reaction yield, written as a fraction of the theoretical maximum amount of product (1.0 means a 100% yield; for example, 0.34 means a 34% yield). (1) No catalyst specified. The product is [CH3:1][CH:2]1[CH2:6][CH2:5][CH:4]([CH3:7])[N:3]1[C:10]([C:12]1[C:16]([NH:17][C:18]([C:20]2[C:25]([NH:26][C:27]3[CH:28]=[N:29][CH:30]=[N:31][CH:32]=3)=[CH:24][CH:23]=[C:22]([CH:33]3[CH2:35][CH2:34]3)[N:21]=2)=[O:19])=[CH:15][N:14]([CH3:36])[N:13]=1)=[O:9]. The reactants are [CH3:1][CH:2]1[CH2:6][CH2:5][CH:4]([CH3:7])[NH:3]1.C[O:9][C:10]([C:12]1[C:16]([NH:17][C:18]([C:20]2[C:25]([NH:26][C:27]3[CH:28]=[N:29][CH:30]=[N:31][CH:32]=3)=[CH:24][CH:23]=[C:22]([CH:33]3[CH2:35][CH2:34]3)[N:21]=2)=[O:19])=[CH:15][N:14]([CH3:36])[N:13]=1)=O. The yield is 0.100. (2) The reactants are [Br:1][C:2]1[CH:14]=[CH:13][CH:12]=[C:11]([O:15][Si](C(C)(C)C)(C)C)[C:3]=1C(N(CC)CC)=O.[C:23]([O-:26])(O)=[O:24].[Na+].[CH3:28]C#N. No catalyst specified. The product is [Br:1][C:2]1[CH:14]=[CH:13][CH:12]=[C:11]([OH:15])[C:3]=1[C:23]([O:26][CH3:28])=[O:24]. The yield is 0.780. (3) The reactants are [N:1]1[CH:6]=[CH:5][C:4]([CH2:7][C:8]([C:10]2[CH:15]=[CH:14][C:13]([O:16][CH3:17])=[CH:12][CH:11]=2)=[O:9])=[CH:3][CH:2]=1.C([N-]C(C)C)(C)C.[Li+].Br[CH2:27][C:28]([O:30][CH3:31])=[O:29]. The catalyst is O1CCCC1.C1(C)C=CC=CC=1. The product is [CH3:17][O:16][C:13]1[CH:12]=[CH:11][C:10]([C:8](=[O:9])[CH:7]([C:4]2[CH:5]=[CH:6][N:1]=[CH:2][CH:3]=2)[CH2:27][C:28]([O:30][CH3:31])=[O:29])=[CH:15][CH:14]=1. The yield is 0.841. (4) The reactants are [CH2:1]([O:8][C:9]1[C:10]([F:32])=[C:11]([C:28]([F:31])=[CH:29][CH:30]=1)[CH2:12][C:13]1[C:21]2[C:16](=[N:17][CH:18]=[C:19]([C:22]3[CH:23]=[N:24][CH:25]=[CH:26][CH:27]=3)[CH:20]=2)[NH:15][CH:14]=1)[C:2]1[CH:7]=[CH:6][CH:5]=[CH:4][CH:3]=1.[H-].[Na+].[CH:35]([Si:38](Cl)([CH:42]([CH3:44])[CH3:43])[CH:39]([CH3:41])[CH3:40])([CH3:37])[CH3:36].O. The catalyst is O1CCCC1. The product is [CH2:1]([O:8][C:9]1[C:10]([F:32])=[C:11]([C:28]([F:31])=[CH:29][CH:30]=1)[CH2:12][C:13]1[C:21]2[C:16](=[N:17][CH:18]=[C:19]([C:22]3[CH:23]=[N:24][CH:25]=[CH:26][CH:27]=3)[CH:20]=2)[N:15]([Si:38]([CH:42]([CH3:44])[CH3:43])([CH:39]([CH3:41])[CH3:40])[CH:35]([CH3:37])[CH3:36])[CH:14]=1)[C:2]1[CH:7]=[CH:6][CH:5]=[CH:4][CH:3]=1. The yield is 0.890. (5) The reactants are Cl.[NH:2]1[CH2:7][CH2:6][O:5][C@@H:4]([C:8]2[CH:15]=[CH:14][C:11]([C:12]#[N:13])=[CH:10][CH:9]=2)[CH2:3]1.C(N(CC)CC)C.[C:23](O[C:23]([O:25][C:26]([CH3:29])([CH3:28])[CH3:27])=[O:24])([O:25][C:26]([CH3:29])([CH3:28])[CH3:27])=[O:24]. The catalyst is O1CCCC1. The product is [C:12]([C:11]1[CH:14]=[CH:15][C:8]([C@@H:4]2[O:5][CH2:6][CH2:7][N:2]([C:23]([O:25][C:26]([CH3:29])([CH3:28])[CH3:27])=[O:24])[CH2:3]2)=[CH:9][CH:10]=1)#[N:13]. The yield is 0.770.